Dataset: Forward reaction prediction with 1.9M reactions from USPTO patents (1976-2016). Task: Predict the product of the given reaction. (1) Given the reactants [CH2:1]([OH:19])[CH2:2][CH2:3][CH2:4][CH2:5][CH2:6][CH2:7][CH2:8]/[CH:9]=[CH:10]\[CH2:11][CH2:12][CH2:13][CH2:14][CH2:15][CH2:16][CH2:17][CH3:18].C(Cl)Cl.[CH3:23][S:24](Cl)(=[O:26])=[O:25], predict the reaction product. The product is: [CH3:23][S:24]([O:19][CH2:1][CH2:2][CH2:3][CH2:4][CH2:5][CH2:6][CH2:7][CH2:8]/[CH:9]=[CH:10]\[CH2:11][CH2:12][CH2:13][CH2:14][CH2:15][CH2:16][CH2:17][CH3:18])(=[O:26])=[O:25]. (2) Given the reactants Cl[C:2]1[N:7]=[C:6]([O:8][CH3:9])[N:5]=[C:4]([O:10][CH3:11])[CH:3]=1.[CH:12]([C:14]1[CH:15]=[C:16](B(O)O)[CH:17]=[CH:18][CH:19]=1)=[O:13], predict the reaction product. The product is: [CH3:9][O:8][C:6]1[N:7]=[C:2]([C:18]2[CH:19]=[C:14]([CH:15]=[CH:16][CH:17]=2)[CH:12]=[O:13])[CH:3]=[C:4]([O:10][CH3:11])[N:5]=1. (3) The product is: [Cl:25][C:14]1[C:13]2[C:12]([N:11]=[C:3]3[C:4]=1[C:5]([N+:8]([O-:10])=[O:9])=[CH:6][CH:7]=[C:2]3[CH3:1])=[CH:20][CH:19]=[C:18]([O:21][CH3:22])[CH:17]=2. Given the reactants [CH3:1][C:2]1[CH:7]=[CH:6][C:5]([N+:8]([O-:10])=[O:9])=[CH:4][C:3]=1[NH:11][C:12]1[C:13](=[CH:17][C:18]([O:21][CH3:22])=[CH:19][CH:20]=1)[C:14](O)=O.P(Cl)(Cl)([Cl:25])=O, predict the reaction product. (4) The product is: [NH2:49][C:10](=[O:12])[CH:9]([C:13]1[CH:14]=[CH:15][C:16]([C:19]([NH:21][C:22]2[CH:27]=[C:26]([C:28]3[S:29][CH:30]=[CH:31][CH:32]=3)[CH:25]=[CH:24][C:23]=2[NH:33][C:34](=[O:35])[O:36][C:37]([CH3:39])([CH3:40])[CH3:38])=[O:20])=[CH:17][CH:18]=1)[NH:8][C:6]([O:5][C:1]([CH3:4])([CH3:3])[CH3:2])=[O:7]. Given the reactants [C:1]([O:5][C:6]([NH:8][CH:9]([C:13]1[CH:18]=[CH:17][C:16]([C:19]([NH:21][C:22]2[CH:27]=[C:26]([C:28]3[S:29][CH:30]=[CH:31][CH:32]=3)[CH:25]=[CH:24][C:23]=2[NH:33][C:34]([O:36][C:37]([CH3:40])([CH3:39])[CH3:38])=[O:35])=[O:20])=[CH:15][CH:14]=1)[C:10]([OH:12])=O)=[O:7])([CH3:4])([CH3:3])[CH3:2].[Cl-].[NH4+].C1C=CC2N(O)N=[N:49]C=2C=1.CCN(C(C)C)C(C)C.C(Cl)CCl, predict the reaction product.